This data is from Reaction yield outcomes from USPTO patents with 853,638 reactions. The task is: Predict the reaction yield, written as a fraction of the theoretical maximum amount of product (1.0 means a 100% yield; for example, 0.34 means a 34% yield). (1) The reactants are [CH3:1][O:2][C:3]1[CH:22]=[CH:21][C:6]([CH2:7][O:8][C:9]2[CH:17]=[CH:16][CH:15]=[C:11]([C:12]([OH:14])=O)[C:10]=2[C:18]([OH:20])=O)=[CH:5][CH:4]=1.Cl.[NH2:24][CH:25]1[CH2:31][CH2:30][C:29](=[O:32])[NH:28][C:26]1=[O:27]. The catalyst is N1C=CC=CC=1. The product is [O:27]=[C:26]1[CH:25]([N:24]2[C:18](=[O:20])[C:10]3[C:11](=[CH:15][CH:16]=[CH:17][C:9]=3[O:8][CH2:7][C:6]3[CH:5]=[CH:4][C:3]([O:2][CH3:1])=[CH:22][CH:21]=3)[C:12]2=[O:14])[CH2:31][CH2:30][C:29](=[O:32])[NH:28]1. The yield is 0.400. (2) The yield is 0.580. The product is [C:22]1([C:19]2[O:18][C:17]([CH:12]3[CH2:13][CH2:14][CH2:15][CH2:16][NH:11]3)=[N:21][CH:20]=2)[CH:23]=[CH:24][CH:25]=[CH:26][CH:27]=1. The reactants are C(OC([N:11]1[CH2:16][CH2:15][CH2:14][CH2:13][CH:12]1[C:17]1[O:18][C:19]([C:22]2[CH:27]=[CH:26][CH:25]=[CH:24][CH:23]=2)=[CH:20][N:21]=1)=O)C1C=CC=CC=1.C[Si](I)(C)C.CO. The catalyst is C(Cl)(Cl)Cl. (3) The reactants are C(O[C:6]([N:8]1[CH2:13][CH2:12][N:11]([C:14]2[C:19]([N+:20]([O-:22])=[O:21])=[CH:18][CH:17]=[CH:16][C:15]=2[Cl:23])[CH2:10][CH2:9]1)=O)(C)(C)C.FC(F)(F)C(O)=O.[C:31]([O:35][C:36]([N:38]1[CH2:43][CH2:42][C:41]2[N:44]([CH2:57][CH2:58]C=O)[N:45]=[C:46]([C:47]3[CH:52]=[CH:51][C:50]([C:53]([F:56])([F:55])[F:54])=[CH:49][CH:48]=3)[C:40]=2[CH2:39]1)=[O:37])([CH3:34])([CH3:33])[CH3:32].C(O)(=O)C.[BH-](OC(C)=O)(OC(C)=O)OC(C)=O.[Na+].C([O-])(O)=O.[Na+]. The catalyst is C(Cl)Cl. The product is [C:31]([O:35][C:36]([N:38]1[CH2:43][CH2:42][C:41]2[N:44]([CH2:57][CH2:58][CH2:6][N:8]3[CH2:9][CH2:10][N:11]([C:14]4[C:19]([N+:20]([O-:22])=[O:21])=[CH:18][CH:17]=[CH:16][C:15]=4[Cl:23])[CH2:12][CH2:13]3)[N:45]=[C:46]([C:47]3[CH:48]=[CH:49][C:50]([C:53]([F:55])([F:56])[F:54])=[CH:51][CH:52]=3)[C:40]=2[CH2:39]1)=[O:37])([CH3:34])([CH3:32])[CH3:33]. The yield is 0.920. (4) The yield is 0.860. The catalyst is C1C=CC(/C=C/C(/C=C/C2C=CC=CC=2)=O)=CC=1.C1C=CC(/C=C/C(/C=C/C2C=CC=CC=2)=O)=CC=1.C1C=CC(/C=C/C(/C=C/C2C=CC=CC=2)=O)=CC=1.[Pd].[Pd].C1(C)C=CC=CC=1. The reactants are O(C(C)(C)C)[Na].[NH2:7][C:8]1[CH:15]=[CH:14][C:11]([CH:12]=[CH2:13])=[CH:10][CH:9]=1.Br[C:17]1[CH:22]=[CH:21][CH:20]=[CH:19][CH:18]=1.C1(N(C=[CH:37][C:38]2[CH:43]=[CH:42][CH:41]=[CH:40][CH:39]=2)C2C=CC=CC=2)C=CC=CC=1.Br[C:45]1[CH:50]=[CH:49][C:48](C)=[CH:47][CH:46]=1. The product is [C:17]1([N:7]([C:45]2[CH:50]=[CH:49][CH:48]=[CH:47][CH:46]=2)[C:8]2[CH:15]=[CH:14][C:11]([CH:12]=[CH:13][C:41]3[CH:40]=[CH:39][C:38]([CH3:37])=[CH:43][CH:42]=3)=[CH:10][CH:9]=2)[CH:22]=[CH:21][CH:20]=[CH:19][CH:18]=1.